This data is from Reaction yield outcomes from USPTO patents with 853,638 reactions. The task is: Predict the reaction yield, written as a fraction of the theoretical maximum amount of product (1.0 means a 100% yield; for example, 0.34 means a 34% yield). (1) The reactants are [Br:1][C:2]1[CH:3]=[N:4][N:5]2[CH:10]=[CH:9][C:8](Cl)=[N:7][C:6]=12.[NH2:12][CH:13]([CH2:15][CH2:16][CH2:17][N:18]([CH2:21][CH3:22])[CH2:19][CH3:20])[CH3:14]. No catalyst specified. The product is [Br:1][C:2]1[CH:3]=[N:4][N:5]2[CH:10]=[CH:9][C:8]([NH:12][CH:13]([CH3:14])[CH2:15][CH2:16][CH2:17][N:18]([CH2:21][CH3:22])[CH2:19][CH3:20])=[N:7][C:6]=12. The yield is 0.450. (2) The reactants are [CH3:1][O:2][C:3]1[CH:4]=[C:5]2[C:10](=[C:11]([N:13]3[CH2:18][CH2:17][N:16]([CH2:19][C:20]([F:23])([F:22])[F:21])[CH2:15][CH2:14]3)[CH:12]=1)[O:9][CH:8]([C:24]([OH:26])=O)[CH2:7][CH2:6]2.[N:27]1([C:33]2[CH:38]=[CH:37][C:36]([NH2:39])=[CH:35][CH:34]=2)[CH2:32][CH2:31][O:30][CH2:29][CH2:28]1.C(N(CC)CC)C.CN(C(ON1N=NC2C=CC=NC1=2)=[N+](C)C)C.F[P-](F)(F)(F)(F)F. The catalyst is C(Cl)Cl. The product is [CH3:1][O:2][C:3]1[CH:4]=[C:5]2[C:10](=[C:11]([N:13]3[CH2:18][CH2:17][N:16]([CH2:19][C:20]([F:22])([F:23])[F:21])[CH2:15][CH2:14]3)[CH:12]=1)[O:9][CH:8]([C:24]([NH:39][C:36]1[CH:35]=[CH:34][C:33]([N:27]3[CH2:32][CH2:31][O:30][CH2:29][CH2:28]3)=[CH:38][CH:37]=1)=[O:26])[CH2:7][CH2:6]2. The yield is 0.120. (3) The reactants are [Cl:1][C:2]1[C:3]([N:18]2[CH2:23][CH2:22][CH2:21][C@@H:20]([NH:24]C(=O)OC(C)(C)C)[CH2:19]2)=[C:4]2[C:10]([NH:11][C:12](=[O:17])[C:13]([OH:16])([CH3:15])[CH3:14])=[CH:9][NH:8][C:5]2=[N:6][CH:7]=1. The catalyst is FC(F)(F)C(O)=O. The product is [ClH:1].[NH2:24][C@@H:20]1[CH2:21][CH2:22][CH2:23][N:18]([C:3]2[C:2]([Cl:1])=[CH:7][N:6]=[C:5]3[NH:8][CH:9]=[C:10]([NH:11][C:12](=[O:17])[C:13]([OH:16])([CH3:14])[CH3:15])[C:4]=23)[CH2:19]1. The yield is 0.500. (4) The reactants are [CH3:1][C:2]1[CH:7]=[CH:6][C:5]([CH:8](O)[C:9]([CH3:11])=[CH2:10])=[CH:4][CH:3]=1.[C:13](OCC)([O:18]CC)([O:15][CH2:16][CH3:17])[CH3:14].C(O)(=O)CC. The catalyst is C(O)C. The product is [CH3:10]/[C:9](=[CH:8]\[C:5]1[CH:6]=[CH:7][C:2]([CH3:1])=[CH:3][CH:4]=1)/[CH2:11][CH2:14][C:13]([O:15][CH2:16][CH3:17])=[O:18]. The yield is 0.240. (5) The reactants are [CH2:1]([S:3]([N:6]1[CH2:11][CH2:10][CH:9]([C:12]2[C:20]3[C:15](=[C:16]([C:30]([NH2:32])=[O:31])[CH:17]=[C:18](B4OC(C)(C)C(C)(C)O4)[CH:19]=3)[NH:14][CH:13]=2)[CH2:8][CH2:7]1)(=[O:5])=[O:4])[CH3:2].C(=O)([O-])[O-].[Na+].[Na+].Br[C:40]1[CH:41]=[N:42][N:43]([CH2:45][CH2:46][Cl:47])[CH:44]=1. The catalyst is O1CCOCC1.O.CCOC(C)=O.C1C=CC([P]([Pd]([P](C2C=CC=CC=2)(C2C=CC=CC=2)C2C=CC=CC=2)([P](C2C=CC=CC=2)(C2C=CC=CC=2)C2C=CC=CC=2)[P](C2C=CC=CC=2)(C2C=CC=CC=2)C2C=CC=CC=2)(C2C=CC=CC=2)C2C=CC=CC=2)=CC=1. The product is [Cl:47][CH2:46][CH2:45][N:43]1[CH:44]=[C:40]([C:18]2[CH:19]=[C:20]3[C:15](=[C:16]([C:30]([NH2:32])=[O:31])[CH:17]=2)[NH:14][CH:13]=[C:12]3[CH:9]2[CH2:10][CH2:11][N:6]([S:3]([CH2:1][CH3:2])(=[O:5])=[O:4])[CH2:7][CH2:8]2)[CH:41]=[N:42]1. The yield is 0.240. (6) The reactants are [NH2:1][C:2]1[C:11]2[C:6](=[C:7](I)[CH:8]=[CH:9][CH:10]=2)[N:5]=[N:4][C:3]=1[C:13]([NH:15][CH2:16][CH2:17][CH3:18])=[O:14].[CH3:19][C:20]1[CH:25]=[CH:24][C:23]([Sn](C)(C)C)=[CH:22][N:21]=1. No catalyst specified. The product is [NH2:1][C:2]1[C:11]2[C:6](=[C:7]([C:23]3[CH:22]=[N:21][C:20]([CH3:19])=[CH:25][CH:24]=3)[CH:8]=[CH:9][CH:10]=2)[N:5]=[N:4][C:3]=1[C:13]([NH:15][CH2:16][CH2:17][CH3:18])=[O:14]. The yield is 0.760. (7) The reactants are [Br:1][C:2]1[S:3][CH:4]=[CH:5][C:6]=1[C:7]([OH:9])=[O:8].CNN(NC)C1C=CN=CC=1.[CH2:21](O)[C:22]1[CH:27]=[CH:26][CH:25]=[CH:24][CH:23]=1.C(N(CC)CC)C.Cl.C(N=C=NCCCN(C)C)C. The catalyst is C(Cl)Cl.O. The product is [CH2:21]([O:8][C:7]([C:6]1[CH:5]=[CH:4][S:3][C:2]=1[Br:1])=[O:9])[C:22]1[CH:27]=[CH:26][CH:25]=[CH:24][CH:23]=1. The yield is 0.890.